From a dataset of Catalyst prediction with 721,799 reactions and 888 catalyst types from USPTO. Predict which catalyst facilitates the given reaction. (1) Reactant: Cl[C:2]1[C:7]([C:8]#[C:9][C:10]2[CH:15]=[CH:14][C:13]([C:16]([F:19])([F:18])[F:17])=[CH:12][CH:11]=2)=[C:6]([CH3:20])[N:5]=[CH:4][N:3]=1.[NH3:21]. Product: [NH2:21][C:2]1[C:7]([C:8]#[C:9][C:10]2[CH:15]=[CH:14][C:13]([C:16]([F:19])([F:18])[F:17])=[CH:12][CH:11]=2)=[C:6]([CH3:20])[N:5]=[CH:4][N:3]=1. The catalyst class is: 8. (2) Reactant: [NH2:1][C:2]1[CH:3]=[C:4]([CH:11]=[C:12]([S:14]([F:19])([F:18])([F:17])([F:16])[F:15])[CH:13]=1)[C:5]([N:7]([O:9][CH3:10])[CH3:8])=[O:6].C(N(CC)CC)C.[F:27][C:28]([F:39])([F:38])[C:29](O[C:29](=[O:30])[C:28]([F:39])([F:38])[F:27])=[O:30].C(=O)([O-])O.[Na+]. Product: [CH3:10][O:9][N:7]([CH3:8])[C:5](=[O:6])[C:4]1[CH:11]=[C:12]([S:14]([F:19])([F:15])([F:16])([F:17])[F:18])[CH:13]=[C:2]([NH:1][C:29](=[O:30])[C:28]([F:39])([F:38])[F:27])[CH:3]=1. The catalyst class is: 34. (3) Reactant: C(OCC)(=O)C.Cl.C(OC(=O)[NH:14][CH2:15][CH2:16][NH:17][C:18]([CH:20]1[CH2:25][CH2:24][CH2:23][N:22]([C:26]2[CH:31]=[C:30]([C:32]3[CH:37]=[CH:36][CH:35]=[CH:34][C:33]=3[OH:38])[N:29]=[C:28]([NH:39][C:40]([C:42]3[O:43][CH:44]=[CH:45][CH:46]=3)=[O:41])[C:27]=2[C:47]#[N:48])[CH2:21]1)=[O:19])(C)(C)C. Product: [NH2:14][CH2:15][CH2:16][NH:17][C:18]([CH:20]1[CH2:25][CH2:24][CH2:23][N:22]([C:26]2[CH:31]=[C:30]([C:32]3[CH:37]=[CH:36][CH:35]=[CH:34][C:33]=3[OH:38])[N:29]=[C:28]([NH:39][C:40]([C:42]3[O:43][CH:44]=[CH:45][CH:46]=3)=[O:41])[C:27]=2[C:47]#[N:48])[CH2:21]1)=[O:19]. The catalyst class is: 22.